Dataset: Reaction yield outcomes from USPTO patents with 853,638 reactions. Task: Predict the reaction yield, written as a fraction of the theoretical maximum amount of product (1.0 means a 100% yield; for example, 0.34 means a 34% yield). (1) The reactants are [Cl:1][C:2]1[N:10]=[C:9]2[C:5]([NH:6][CH:7]=[N:8]2)=[C:4]([NH2:11])[N:3]=1.C(=O)([O-])[O-].[K+].[K+].Br[CH2:19][C:20]1[CH:21]=[C:22]([CH2:26][C:27]([O:29][CH3:30])=[O:28])[CH:23]=[CH:24][CH:25]=1. The catalyst is CN(C=O)C. The product is [Cl:1][C:2]1[N:10]=[C:9]2[C:5]([N:6]=[CH:7][N:8]2[CH2:19][C:20]2[CH:25]=[CH:24][CH:23]=[C:22]([CH2:26][C:27]([O:29][CH3:30])=[O:28])[CH:21]=2)=[C:4]([NH2:11])[N:3]=1. The yield is 0.640. (2) The reactants are [Br:1][C:2]1[CH:3]=[C:4]([CH:8]=[C:9]([OH:11])[CH:10]=1)[C:5]([OH:7])=[O:6].C(=O)([O-])[O-].[K+].[K+].[CH2:18](Br)[C:19]1[CH:24]=[CH:23][CH:22]=[CH:21][CH:20]=1. The catalyst is CN(C)C=O.O. The product is [Br:1][C:2]1[CH:3]=[C:4]([CH:8]=[C:9]([OH:11])[CH:10]=1)[C:5]([O:7][CH2:18][C:19]1[CH:24]=[CH:23][CH:22]=[CH:21][CH:20]=1)=[O:6]. The yield is 1.00.